Dataset: Full USPTO retrosynthesis dataset with 1.9M reactions from patents (1976-2016). Task: Predict the reactants needed to synthesize the given product. (1) Given the product [CH3:28][C:26]1[C:25]2[C:20](=[CH:21][CH:22]=[CH:23][CH:24]=2)[N:19]=[C:18]([NH:17][C@H:13]2[CH2:14][CH2:15][CH2:16][C@H:11]([NH2:10])[CH2:12]2)[N:27]=1, predict the reactants needed to synthesize it. The reactants are: C(OC(=O)[NH:10][C@H:11]1[CH2:16][CH2:15][CH2:14][C@H:13]([N:17](C(OCC2C=CC=CC=2)=O)[C:18]2[N:27]=[C:26]([CH3:28])[C:25]3[C:20](=[CH:21][CH:22]=[CH:23][CH:24]=3)[N:19]=2)[CH2:12]1)C1C=CC=CC=1. (2) Given the product [CH2:33]([NH:39][S:27]([NH:30][C:31](=[O:32])[O:25][CH2:24][C:14]1[CH:15]=[CH:16][C:17]([O:19][CH2:20][CH2:21][O:22][CH3:23])=[CH:18][C:13]=1[O:12][C:3]1[C:2]([Cl:1])=[CH:7][C:6]([C:8]([F:9])([F:11])[F:10])=[CH:5][N:4]=1)(=[O:29])=[O:28])[CH2:34][CH2:35][CH2:36][CH2:37][CH3:38], predict the reactants needed to synthesize it. The reactants are: [Cl:1][C:2]1[C:3]([O:12][C:13]2[CH:18]=[C:17]([O:19][CH2:20][CH2:21][O:22][CH3:23])[CH:16]=[CH:15][C:14]=2[CH2:24][OH:25])=[N:4][CH:5]=[C:6]([C:8]([F:11])([F:10])[F:9])[CH:7]=1.Cl[S:27]([N:30]=[C:31]=[O:32])(=[O:29])=[O:28].[CH2:33]([NH2:39])[CH2:34][CH2:35][CH2:36][CH2:37][CH3:38].Cl. (3) Given the product [CH3:17][C:14]1([C:12]#[C:13][C:2]2[CH:8]=[C:7]([N+:9]([O-:11])=[O:10])[CH:6]=[CH:5][C:3]=2[NH2:4])[CH2:16][CH2:15]1, predict the reactants needed to synthesize it. The reactants are: Br[C:2]1[CH:8]=[C:7]([N+:9]([O-:11])=[O:10])[CH:6]=[CH:5][C:3]=1[NH2:4].[C:12]([C:14]1([CH3:17])[CH2:16][CH2:15]1)#[CH:13]. (4) Given the product [CH3:12][Si:13]([CH3:18])([CH3:17])[CH2:14][CH2:15][O:16][C:6](=[O:7])[C:5]1[CH:9]=[CH:10][CH:11]=[C:3]([CH2:2][I:26])[CH:4]=1, predict the reactants needed to synthesize it. The reactants are: Cl[CH2:2][C:3]1[CH:4]=[C:5]([CH:9]=[CH:10][CH:11]=1)[C:6](Cl)=[O:7].[CH3:12][Si:13]([CH3:18])([CH3:17])[CH2:14][CH2:15][OH:16].C(N(CC)CC)C.[I-:26].[Na+]. (5) Given the product [F:7][C:8]1[CH:29]=[CH:28][C:11]([C:12]([NH:14][C:15]2[NH:19][N:18]=[C:17]3[CH2:25][N:26]([C:2]4[S:3][CH:4]=[CH:5][N:6]=4)[CH2:27][C:16]=23)=[O:13])=[CH:10][CH:9]=1, predict the reactants needed to synthesize it. The reactants are: Br[C:2]1[S:3][CH:4]=[CH:5][N:6]=1.[F:7][C:8]1[CH:29]=[CH:28][C:11]([C:12]([NH:14][C:15]2[C:16]3[CH2:27][NH:26][CH2:25][C:17]=3[N:18](C(OCC)=O)[N:19]=2)=[O:13])=[CH:10][CH:9]=1.C([O-])([O-])=O.[K+].[K+].